The task is: Predict the reaction yield, written as a fraction of the theoretical maximum amount of product (1.0 means a 100% yield; for example, 0.34 means a 34% yield).. This data is from Reaction yield outcomes from USPTO patents with 853,638 reactions. (1) The reactants are [OH:1][C:2]1[CH:15]=[CH:14][C:5]([C:6]([C:8]2[CH:13]=[CH:12][CH:11]=[CH:10][CH:9]=2)=O)=[CH:4][CH:3]=1. The catalyst is [Zn].Cl[Ti](Cl)(Cl)Cl. The product is [OH:1][C:2]1[CH:15]=[CH:14][C:5]([C:6]([C:8]2[CH:13]=[CH:12][CH:11]=[CH:10][CH:9]=2)=[C:6]([C:5]2[CH:4]=[CH:3][C:2]([OH:1])=[CH:15][CH:14]=2)[C:8]2[CH:9]=[CH:10][CH:11]=[CH:12][CH:13]=2)=[CH:4][CH:3]=1. The yield is 0.902. (2) The reactants are [C:1]([O:5][C:6]([N:8]1[CH2:13][CH2:12][N:11]([C:14](=[O:28])[C:15]2[CH:20]=[C:19]([CH2:21][O:22]S(C)(=O)=O)[CH:18]=[CH:17][C:16]=2[F:27])[CH2:10][CH2:9]1)=[O:7])([CH3:4])([CH3:3])[CH3:2].[F:29][C:30]1[CH:31]=[CH:32][C:33](O)=[C:34]([CH:38]=1)[C:35]([NH2:37])=[O:36].C(=O)([O-])[O-].[K+].[K+].O. The catalyst is CN(C=O)C. The product is [C:1]([O:5][C:6]([N:8]1[CH2:13][CH2:12][N:11]([C:14](=[O:28])[C:15]2[CH:20]=[C:19]([CH2:21][O:22][C:33]3[CH:32]=[CH:31][C:30]([F:29])=[CH:38][C:34]=3[C:35](=[O:36])[NH2:37])[CH:18]=[CH:17][C:16]=2[F:27])[CH2:10][CH2:9]1)=[O:7])([CH3:4])([CH3:3])[CH3:2]. The yield is 0.570. (3) The reactants are [C:1]([O:5][C:6](=[O:20])[NH:7][CH2:8][C:9]1[CH:14]=[C:13]([CH3:15])[C:12]([CH2:16][NH2:17])=[C:11]([O:18][CH3:19])[N:10]=1)([CH3:4])([CH3:3])[CH3:2].[Br:21][C:22]1[CH:23]=[C:24]([C:35](O)=[O:36])[C:25]2[C:26]([CH3:34])=[CH:27][N:28]([CH:31]([CH3:33])[CH3:32])[C:29]=2[CH:30]=1.C1C=NC2N(O)N=NC=2C=1.C(Cl)CCl. The catalyst is ClCCl.CN(C=O)C.CCOC(C)=O. The product is [C:1]([O:5][C:6](=[O:20])[NH:7][CH2:8][C:9]1[CH:14]=[C:13]([CH3:15])[C:12]([CH2:16][NH:17][C:35]([C:24]2[C:25]3[C:26]([CH3:34])=[CH:27][N:28]([CH:31]([CH3:32])[CH3:33])[C:29]=3[CH:30]=[C:22]([Br:21])[CH:23]=2)=[O:36])=[C:11]([O:18][CH3:19])[N:10]=1)([CH3:3])([CH3:4])[CH3:2]. The yield is 0.980. (4) The product is [ClH:1].[F:21][C:16]1[CH:17]=[CH:18][CH:19]=[CH:20][C:15]=1[C:12]1[CH2:13][CH2:14][NH:9][CH2:10][CH:11]=1. The reactants are [ClH:1].C(OC([N:9]1[CH2:14][CH:13]=[C:12]([C:15]2[CH:20]=[CH:19][CH:18]=[CH:17][C:16]=2[F:21])[CH2:11][CH2:10]1)=O)(C)(C)C. The yield is 0.960. The catalyst is O1CCOCC1.